From a dataset of NCI-60 drug combinations with 297,098 pairs across 59 cell lines. Regression. Given two drug SMILES strings and cell line genomic features, predict the synergy score measuring deviation from expected non-interaction effect. (1) Drug 2: C(CC(=O)O)C(=O)CN.Cl. Drug 1: CC=C1C(=O)NC(C(=O)OC2CC(=O)NC(C(=O)NC(CSSCCC=C2)C(=O)N1)C(C)C)C(C)C. Cell line: KM12. Synergy scores: CSS=45.6, Synergy_ZIP=-2.88, Synergy_Bliss=-1.63, Synergy_Loewe=-19.9, Synergy_HSA=-0.202. (2) Drug 1: CC(C1=C(C=CC(=C1Cl)F)Cl)OC2=C(N=CC(=C2)C3=CN(N=C3)C4CCNCC4)N. Drug 2: CN1C(=O)N2C=NC(=C2N=N1)C(=O)N. Cell line: NCI-H322M. Synergy scores: CSS=-21.9, Synergy_ZIP=3.39, Synergy_Bliss=-15.4, Synergy_Loewe=-23.0, Synergy_HSA=-22.8. (3) Drug 1: CC1C(C(CC(O1)OC2CC(CC3=C2C(=C4C(=C3O)C(=O)C5=C(C4=O)C(=CC=C5)OC)O)(C(=O)C)O)N)O.Cl. Drug 2: CC1C(C(CC(O1)OC2CC(CC3=C2C(=C4C(=C3O)C(=O)C5=C(C4=O)C(=CC=C5)OC)O)(C(=O)CO)O)N)O.Cl. Cell line: MDA-MB-231. Synergy scores: CSS=40.2, Synergy_ZIP=0.300, Synergy_Bliss=0.945, Synergy_Loewe=0.478, Synergy_HSA=1.55. (4) Drug 1: CS(=O)(=O)C1=CC(=C(C=C1)C(=O)NC2=CC(=C(C=C2)Cl)C3=CC=CC=N3)Cl. Drug 2: CNC(=O)C1=NC=CC(=C1)OC2=CC=C(C=C2)NC(=O)NC3=CC(=C(C=C3)Cl)C(F)(F)F. Cell line: NCI-H226. Synergy scores: CSS=25.5, Synergy_ZIP=-8.49, Synergy_Bliss=-4.55, Synergy_Loewe=-13.5, Synergy_HSA=-4.16. (5) Drug 1: CCC1=CC2CC(C3=C(CN(C2)C1)C4=CC=CC=C4N3)(C5=C(C=C6C(=C5)C78CCN9C7C(C=CC9)(C(C(C8N6C)(C(=O)OC)O)OC(=O)C)CC)OC)C(=O)OC.C(C(C(=O)O)O)(C(=O)O)O. Drug 2: CC12CCC3C(C1CCC2O)C(CC4=C3C=CC(=C4)O)CCCCCCCCCS(=O)CCCC(C(F)(F)F)(F)F. Cell line: SF-268. Synergy scores: CSS=24.1, Synergy_ZIP=1.19, Synergy_Bliss=3.01, Synergy_Loewe=-13.2, Synergy_HSA=2.32. (6) Drug 1: CC12CCC3C(C1CCC2O)C(CC4=C3C=CC(=C4)O)CCCCCCCCCS(=O)CCCC(C(F)(F)F)(F)F. Drug 2: CCN(CC)CCCC(C)NC1=C2C=C(C=CC2=NC3=C1C=CC(=C3)Cl)OC. Cell line: HCC-2998. Synergy scores: CSS=13.3, Synergy_ZIP=-1.13, Synergy_Bliss=6.81, Synergy_Loewe=-11.7, Synergy_HSA=0.0890. (7) Drug 1: CC(C)NC(=O)C1=CC=C(C=C1)CNNC.Cl. Drug 2: C1CN(P(=O)(OC1)NCCCl)CCCl. Cell line: ACHN. Synergy scores: CSS=-3.74, Synergy_ZIP=2.28, Synergy_Bliss=3.38, Synergy_Loewe=-0.781, Synergy_HSA=-0.408. (8) Drug 1: CCC1=C2CN3C(=CC4=C(C3=O)COC(=O)C4(CC)O)C2=NC5=C1C=C(C=C5)O. Drug 2: CC1CCC2CC(C(=CC=CC=CC(CC(C(=O)C(C(C(=CC(C(=O)CC(OC(=O)C3CCCCN3C(=O)C(=O)C1(O2)O)C(C)CC4CCC(C(C4)OC)OCCO)C)C)O)OC)C)C)C)OC. Cell line: UACC62. Synergy scores: CSS=45.0, Synergy_ZIP=0.790, Synergy_Bliss=0.0427, Synergy_Loewe=-47.9, Synergy_HSA=0.539. (9) Drug 2: CC(C)(C#N)C1=CC(=CC(=C1)CN2C=NC=N2)C(C)(C)C#N. Cell line: LOX IMVI. Synergy scores: CSS=72.9, Synergy_ZIP=5.58, Synergy_Bliss=7.15, Synergy_Loewe=3.70, Synergy_HSA=4.12. Drug 1: CCCCC(=O)OCC(=O)C1(CC(C2=C(C1)C(=C3C(=C2O)C(=O)C4=C(C3=O)C=CC=C4OC)O)OC5CC(C(C(O5)C)O)NC(=O)C(F)(F)F)O.